The task is: Predict which catalyst facilitates the given reaction.. This data is from Catalyst prediction with 721,799 reactions and 888 catalyst types from USPTO. (1) Product: [NH2:1][C:2]1[C:7]([C:8]([O:10][CH2:15][CH3:16])=[O:9])=[CH:6][N:5]=[C:4]([S:11][CH3:12])[N:3]=1. The catalyst class is: 9. Reactant: [NH2:1][C:2]1[C:7]([C:8]([OH:10])=[O:9])=[CH:6][N:5]=[C:4]([S:11][CH3:12])[N:3]=1.CO[C:15]1C=CC(CN)=C[CH:16]=1.ON1C2C=CC=CC=2N=N1. (2) Reactant: [CH3:1][C:2]1[CH:3]=[C:4]([CH:8]=[CH:9][C:10]=1[N+:11]([O-:13])=[O:12])[C:5]([OH:7])=O.CN1CCOCC1.CCN=C=NCCCN(C)C.Cl.C1C=CC2N(O)N=NC=2C=1.[CH3:43][N:44]1[CH2:49][CH2:48][NH:47][CH2:46][CH2:45]1. Product: [CH3:1][C:2]1[CH:3]=[C:4]([C:5]([N:47]2[CH2:48][CH2:49][N:44]([CH3:43])[CH2:45][CH2:46]2)=[O:7])[CH:8]=[CH:9][C:10]=1[N+:11]([O-:13])=[O:12]. The catalyst class is: 3. (3) Reactant: [Br:1][C:2]1[CH:3]=[C:4]([C:8]2([C:11]([O:13]C)=[O:12])[CH2:10][CH2:9]2)[CH:5]=[N:6][CH:7]=1.C[Si](C)(C)[O-].[K+:20]. Product: [Br:1][C:2]1[CH:3]=[C:4]([C:8]2([C:11]([O-:13])=[O:12])[CH2:9][CH2:10]2)[CH:5]=[N:6][CH:7]=1.[K+:20]. The catalyst class is: 1. (4) Reactant: C(OC(=O)[CH2:5][C:6]([C:8]1[CH:13]=[CH:12][N:11]=[C:10]([Cl:14])[CH:9]=1)=[O:7])C. Product: [Cl:14][C:10]1[CH:9]=[C:8]([C:6](=[O:7])[CH3:5])[CH:13]=[CH:12][N:11]=1. The catalyst class is: 33.